This data is from Forward reaction prediction with 1.9M reactions from USPTO patents (1976-2016). The task is: Predict the product of the given reaction. Given the reactants FC1C=C(F)C=CC=1[CH2:4][N:5]1[C:10](=[O:11])[CH:9]=[CH:8][C:7]([CH2:12][C:13]2[C:21]3[C:16](=[CH:17][CH:18]=[C:19](F)[CH:20]=3)[N:15]([CH2:23][C:24]([O:26][CH3:27])=[O:25])[C:14]=2[CH3:28])=[CH:6]1.COC1N=CC(CC2C3C(=CC=CC=3)N(CC(OC)=O)C=2C)=CC=1.[F:58][C:59]1[CH:66]=[CH:65][CH:64]=[C:63]([F:67])[C:60]=1CBr.[Na+].[I-], predict the reaction product. The product is: [F:58][C:59]1[CH:66]=[CH:65][CH:64]=[C:63]([F:67])[C:60]=1[CH2:4][N:5]1[C:10](=[O:11])[CH:9]=[CH:8][C:7]([CH2:12][C:13]2[C:21]3[C:16](=[CH:17][CH:18]=[CH:19][CH:20]=3)[N:15]([CH2:23][C:24]([O:26][CH3:27])=[O:25])[C:14]=2[CH3:28])=[CH:6]1.